From a dataset of Forward reaction prediction with 1.9M reactions from USPTO patents (1976-2016). Predict the product of the given reaction. (1) Given the reactants [OH:1][CH2:2][CH2:3][CH2:4][C:5]1[C:13]2[C:8]3=[C:9]([S:14][CH2:15][CH2:16][N:7]3[C:6]=1[C:17]([O:19]C)=[O:18])[CH:10]=[CH:11][CH:12]=2.C1(O)C2C(=CC=CC=2)C=CC=1.[Cl:32][C:33]1[C:42]2[C:37](=[CH:38][CH:39]=[CH:40][CH:41]=2)[C:36](O)=[CH:35][CH:34]=1, predict the reaction product. The product is: [Cl:32][C:33]1[C:42]2[C:37](=[CH:38][CH:39]=[CH:40][CH:41]=2)[C:36]([O:1][CH2:2][CH2:3][CH2:4][C:5]2[C:13]3[C:8]4=[C:9]([S:14][CH2:15][CH2:16][N:7]4[C:6]=2[C:17]([OH:19])=[O:18])[CH:10]=[CH:11][CH:12]=3)=[CH:35][CH:34]=1. (2) Given the reactants [S:1]1[CH:5]=[CH:4][C:3]([CH:6]=O)=[CH:2]1.[CH3:8][O:9][CH:10]([O:13][CH3:14])[CH2:11][NH2:12], predict the reaction product. The product is: [CH3:8][O:9][CH:10]([O:13][CH3:14])[CH2:11][NH:12][CH2:6][C:3]1[CH:4]=[CH:5][S:1][CH:2]=1. (3) The product is: [Si:1]([O:8][C:9]1[CH:10]=[C:11]([CH:15]=[CH:16][CH:17]=1)[C:12]([Cl:20])=[O:13])([C:4]([CH3:7])([CH3:6])[CH3:5])([CH3:3])[CH3:2]. Given the reactants [Si:1]([O:8][C:9]1[CH:10]=[C:11]([CH:15]=[CH:16][CH:17]=1)[C:12](O)=[O:13])([C:4]([CH3:7])([CH3:6])[CH3:5])([CH3:3])[CH3:2].S(Cl)([Cl:20])=O, predict the reaction product. (4) Given the reactants [N:1]([CH2:4][CH2:5][CH2:6][Si:7]([O:14][CH2:15][CH3:16])([O:11][CH2:12][CH3:13])[O:8][CH2:9][CH3:10])=[C:2]=[O:3].[OH:17][CH2:18][CH2:19][O:20][C:21](=[O:25])[C:22]([CH3:24])=[CH2:23].COC1C=CC(O)=CC=1.C([Sn]CCCC)CCC.[N-]=C=O, predict the reaction product. The product is: [CH3:13][CH2:12][O:11][Si:7]([O:14][CH2:15][CH3:16])([O:8][CH2:9][CH3:10])[CH2:6][CH2:5][CH2:4][NH:1][C:2]([O:17][CH2:18][CH2:19][O:20][C:21]([C:22]([CH3:24])=[CH2:23])=[O:25])=[O:3]. (5) Given the reactants Br[C:2]1[O:6][C:5]([CH2:7][N:8]2[C:16]3[C:11](=[C:12]([C:19]([F:22])([F:21])[F:20])[C:13]([C:17]#[N:18])=[CH:14][CH:15]=3)[CH:10]=[C:9]2[CH:23]2[CH2:25][CH2:24]2)=[CH:4][CH:3]=1.[F:26][C:27]([F:42])([F:41])[C:28]1[CH:29]=[C:30](B(O)O)[CH:31]=[C:32]([C:34]([F:37])([F:36])[F:35])[CH:33]=1, predict the reaction product. The product is: [F:26][C:27]([F:41])([F:42])[C:28]1[CH:29]=[C:30]([C:2]2[O:6][C:5]([CH2:7][N:8]3[C:16]4[C:11](=[C:12]([C:19]([F:20])([F:22])[F:21])[C:13]([C:17]#[N:18])=[CH:14][CH:15]=4)[CH:10]=[C:9]3[CH:23]3[CH2:25][CH2:24]3)=[CH:4][CH:3]=2)[CH:31]=[C:32]([C:34]([F:35])([F:36])[F:37])[CH:33]=1. (6) Given the reactants Cl[CH2:2][C:3]1[C:13]2[O:14][C:15]([CH2:17][CH3:18])=[CH:16][C:12]=2[CH:11]=[C:5]2[O:6][C:7]([CH3:10])([CH3:9])[CH2:8][C:4]=12.[OH:19][C:20]1[CH:25]=[CH:24][C:23]([CH2:26][CH2:27][C:28]([O:30][CH2:31][CH3:32])=[O:29])=[C:22]([CH3:33])[C:21]=1[CH3:34].C(=O)([O-])[O-].[Cs+].[Cs+], predict the reaction product. The product is: [CH2:17]([C:15]1[O:14][C:13]2[C:3]([CH2:2][O:19][C:20]3[CH:25]=[CH:24][C:23]([CH2:26][CH2:27][C:28]([O:30][CH2:31][CH3:32])=[O:29])=[C:22]([CH3:33])[C:21]=3[CH3:34])=[C:4]3[CH2:8][C:7]([CH3:10])([CH3:9])[O:6][C:5]3=[CH:11][C:12]=2[CH:16]=1)[CH3:18]. (7) Given the reactants [F:1][C:2]([CH3:28])([CH3:27])[CH2:3][N:4]1[CH2:9][CH2:8][CH:7]([CH2:10][O:11][C:12]2[CH:17]=[CH:16][C:15]([C:18]3[CH:26]=[CH:25][C:21]([C:22]([OH:24])=O)=[CH:20][N:19]=3)=[CH:14][CH:13]=2)[CH2:6][CH2:5]1.[NH:29]1[CH2:34][CH2:33][CH2:32][C@@H:31]([OH:35])[CH2:30]1.CCN(C(C)C)C(C)C.CCN=C=NCCCN(C)C.C1C=CC2N(O)N=NC=2C=1, predict the reaction product. The product is: [F:1][C:2]([CH3:27])([CH3:28])[CH2:3][N:4]1[CH2:5][CH2:6][CH:7]([CH2:10][O:11][C:12]2[CH:13]=[CH:14][C:15]([C:18]3[N:19]=[CH:20][C:21]([C:22]([N:29]4[CH2:34][CH2:33][CH2:32][C@@H:31]([OH:35])[CH2:30]4)=[O:24])=[CH:25][CH:26]=3)=[CH:16][CH:17]=2)[CH2:8][CH2:9]1. (8) Given the reactants [CH3:1][O:2][C:3]1[CH:4]=[C:5]([OH:9])[CH:6]=[CH:7][CH:8]=1.Cl[C:11]1[C:20]2[C:15](=[CH:16][C:17]([O:21][CH3:22])=[CH:18][CH:19]=2)[CH:14]=[C:13]([NH:23][C:24]2[CH:28]=[C:27]([CH3:29])[NH:26][N:25]=2)[N:12]=1, predict the reaction product. The product is: [CH3:1][O:2][C:3]1[CH:4]=[C:5]([CH:6]=[CH:7][CH:8]=1)[O:9][C:11]1[C:20]2[C:15](=[CH:16][C:17]([O:21][CH3:22])=[CH:18][CH:19]=2)[CH:14]=[C:13]([NH:23][C:24]2[CH:28]=[C:27]([CH3:29])[NH:26][N:25]=2)[N:12]=1.